Predict the reactants needed to synthesize the given product. From a dataset of Full USPTO retrosynthesis dataset with 1.9M reactions from patents (1976-2016). The reactants are: [Cl:1][C:2]1[CH:3]=[C:4]([CH:31]=[CH:32][CH:33]=1)[CH2:5][CH2:6][NH:7][C:8]1[N:13]=[C:12]([NH:14][C@@H:15]2[CH2:18][C@@H:17]([NH:19]C(=O)OC(C)(C)C)[C:16]2([CH3:28])[CH3:27])[C:11]([C:29]#[N:30])=[CH:10][N:9]=1.C(O)(C(F)(F)F)=O. Given the product [NH2:19][C@@H:17]1[CH2:18][C@@H:15]([NH:14][C:12]2[C:11]([C:29]#[N:30])=[CH:10][N:9]=[C:8]([NH:7][CH2:6][CH2:5][C:4]3[CH:31]=[CH:32][CH:33]=[C:2]([Cl:1])[CH:3]=3)[N:13]=2)[C:16]1([CH3:28])[CH3:27], predict the reactants needed to synthesize it.